Dataset: Reaction yield outcomes from USPTO patents with 853,638 reactions. Task: Predict the reaction yield, written as a fraction of the theoretical maximum amount of product (1.0 means a 100% yield; for example, 0.34 means a 34% yield). (1) The reactants are O[CH2:2][C:3]1[CH:16]=[N:15][C:6]2[C:7]3[N:8]([CH:12]=[CH:13][CH:14]=3)[C:9](=[O:11])[NH:10][C:5]=2[CH:4]=1.[CH:17]1([NH:20][C:21](=[O:34])[C:22]2[CH:27]=[CH:26][C:25]([N:28]3[CH2:33][CH2:32][NH:31][CH2:30][CH2:29]3)=[CH:24][CH:23]=2)[CH2:19][CH2:18]1.[I-].C(C[P+](C)(C)C)#N.C(N(C(C)C)C(C)C)C. The catalyst is C(#N)CC. The product is [CH:17]1([NH:20][C:21](=[O:34])[C:22]2[CH:23]=[CH:24][C:25]([N:28]3[CH2:29][CH2:30][N:31]([CH2:2][C:3]4[CH:16]=[N:15][C:6]5[C:7]6[N:8]([CH:12]=[CH:13][CH:14]=6)[C:9](=[O:11])[NH:10][C:5]=5[CH:4]=4)[CH2:32][CH2:33]3)=[CH:26][CH:27]=2)[CH2:19][CH2:18]1. The yield is 0.691. (2) The reactants are [CH3:1][N:2]1[CH:6]=[CH:5][CH:4]=[C:3]1[C:7]#[N:8].[N+:9]([O-])([OH:11])=[O:10]. The catalyst is C(OC(=O)C)(=O)C. The product is [CH3:1][N:2]1[C:6]([N+:9]([O-:11])=[O:10])=[CH:5][CH:4]=[C:3]1[C:7]#[N:8]. The yield is 0.0700. (3) The reactants are O1CCCCC1ONC(C1(S(C2C=CC(C3C=CC(CCC(F)(F)C(F)(F)F)=CC=3)=CC=2)(=O)=O)CCN(C2CC2)CC1)=O.O1CCCCC1[O:50][NH:51][C:52]([C:54]1([S:62]([C:65]2[CH:70]=[CH:69][C:68]([C:71]3[CH:76]=[N:75][C:74]([CH2:77][CH2:78][C:79]([F:85])([F:84])[C:80]([F:83])([F:82])[F:81])=[CH:73][N:72]=3)=[CH:67][CH:66]=2)(=[O:64])=[O:63])[CH2:59][CH2:58][N:57]([CH2:60][CH3:61])[CH2:56][CH2:55]1)=[O:53].[ClH:86]. The catalyst is C(O)C.CCOC(C)=O.CCCCCC. The product is [ClH:86].[ClH:86].[CH2:60]([N:57]1[CH2:58][CH2:59][C:54]([S:62]([C:65]2[CH:70]=[CH:69][C:68]([C:71]3[CH:76]=[N:75][C:74]([CH2:77][CH2:78][C:79]([F:85])([F:84])[C:80]([F:83])([F:82])[F:81])=[CH:73][N:72]=3)=[CH:67][CH:66]=2)(=[O:64])=[O:63])([C:52]([NH:51][OH:50])=[O:53])[CH2:55][CH2:56]1)[CH3:61]. The yield is 0.540. (4) The reactants are C([N:8]1[CH2:13][CH2:12][N:11](CC2C=CC=CC=2)[CH2:10][CH:9]1[CH2:21][O:22][CH3:23])C1C=CC=CC=1. The catalyst is C(O)C.[Pd]. The product is [CH3:23][O:22][CH2:21][CH:9]1[CH2:10][NH:11][CH2:12][CH2:13][NH:8]1. The yield is 0.840. (5) The reactants are OO.[Cl:3][C:4]1[CH:9]=[CH:8][C:7]([C@@H:10]2[N:16]([C@@H:17]([C:19]3[CH:24]=[CH:23][C:22]([Cl:25])=[CH:21][CH:20]=3)[CH3:18])[C:15](=[O:26])[CH:14]([Se]C3C=CC=CC=3)[CH:13]([C:34]3[CH:39]=[CH:38][CH:37]=[CH:36][CH:35]=3)[NH:12][C:11]2=[O:40])=[CH:6][CH:5]=1. The catalyst is O1CCCC1. The product is [Cl:3][C:4]1[CH:5]=[CH:6][C:7]([C@@H:10]2[N:16]([C@@H:17]([C:19]3[CH:24]=[CH:23][C:22]([Cl:25])=[CH:21][CH:20]=3)[CH3:18])[C:15](=[O:26])[CH:14]=[C:13]([C:34]3[CH:35]=[CH:36][CH:37]=[CH:38][CH:39]=3)[NH:12][C:11]2=[O:40])=[CH:8][CH:9]=1. The yield is 0.850.